Dataset: Full USPTO retrosynthesis dataset with 1.9M reactions from patents (1976-2016). Task: Predict the reactants needed to synthesize the given product. (1) Given the product [CH3:14][S:13][C:4]1[N:3]=[CH:2][C:7]([C:8]([O:10][CH2:11][CH3:12])=[O:9])=[CH:6][N:5]=1, predict the reactants needed to synthesize it. The reactants are: Cl[C:2]1[C:7]([C:8]([O:10][CH2:11][CH3:12])=[O:9])=[CH:6][N:5]=[C:4]([S:13][CH3:14])[N:3]=1.C(O)(=O)C. (2) Given the product [CH3:3][C:2]([C:5]1[C:10]([O:11][CH2:12][C:13]2[N:17]=[CH:16][N:15]([CH3:32])[N:14]=2)=[N:9][N:8]2[C:20]([C:23]3[C:28]([F:29])=[CH:27][CH:26]=[C:25]([F:30])[C:24]=3[F:31])=[N:21][N:22]=[C:7]2[CH:6]=1)([CH3:1])[CH3:4], predict the reactants needed to synthesize it. The reactants are: [CH3:1][C:2]([C:5]1[C:10]([O:11][CH2:12][C:13]2[N:14](CC)[N:15]=[CH:16][N:17]=2)=[N:9][N:8]2[C:20]([C:23]3[C:28]([F:29])=[CH:27][CH:26]=[C:25]([F:30])[C:24]=3[F:31])=[N:21][N:22]=[C:7]2[CH:6]=1)([CH3:4])[CH3:3].[CH3:32]N1C=NC(CO)=N1.C(=O)([O-])[O-].[Cs+].[Cs+]. (3) Given the product [Br:1][C:2]1[CH:3]=[C:4]([O:12][CH:13]([CH3:15])[CH3:14])[C:5]([CH3:11])=[C:6]([CH:10]=1)[C:7]([NH:17][CH2:18][C:19]1[C:20](=[O:27])[NH:21][C:22]([CH3:26])=[CH:23][C:24]=1[CH3:25])=[O:9], predict the reactants needed to synthesize it. The reactants are: [Br:1][C:2]1[CH:3]=[C:4]([O:12][CH:13]([CH3:15])[CH3:14])[C:5]([CH3:11])=[C:6]([CH:10]=1)[C:7]([OH:9])=O.Cl.[NH2:17][CH2:18][C:19]1[C:20](=[O:27])[NH:21][C:22]([CH3:26])=[CH:23][C:24]=1[CH3:25].C1C=NC2N(O)N=NC=2C=1.CN1CCOCC1.C(Cl)CCl. (4) Given the product [Cl:1][C:2]1[C:7]2[N:6]([CH:14]=[N:9][N:8]=2)[C:5]2[N:10]=[CH:11][CH:12]=[CH:13][C:4]=2[N:3]=1, predict the reactants needed to synthesize it. The reactants are: [Cl:1][C:2]1[N:3]=[C:4]2[CH:13]=[CH:12][CH:11]=[N:10][C:5]2=[N:6][C:7]=1[NH:8][NH2:9].[CH:14](OC)(OC)OC. (5) Given the product [CH2:5]([O:12][C:13]1[CH:14]=[C:15]([N:19]2[C:23]3[N:24]=[C:25]([C:29]4[CH:34]=[CH:33][C:32]([O:35][CH3:36])=[C:31]([F:37])[CH:30]=4)[N:26]=[C:27]([CH3:28])[C:22]=3[C:21]3([CH2:3][CH2:2]3)[C:20]2=[O:38])[CH:16]=[CH:17][CH:18]=1)[C:6]1[CH:7]=[CH:8][CH:9]=[CH:10][CH:11]=1, predict the reactants needed to synthesize it. The reactants are: Br[CH2:2][CH2:3]Br.[CH2:5]([O:12][C:13]1[CH:14]=[C:15]([N:19]2[C:23]3[N:24]=[C:25]([C:29]4[CH:34]=[CH:33][C:32]([O:35][CH3:36])=[C:31]([F:37])[CH:30]=4)[N:26]=[C:27]([CH3:28])[C:22]=3[CH2:21][C:20]2=[O:38])[CH:16]=[CH:17][CH:18]=1)[C:6]1[CH:11]=[CH:10][CH:9]=[CH:8][CH:7]=1.C(=O)([O-])[O-].[K+].[K+].